Dataset: Forward reaction prediction with 1.9M reactions from USPTO patents (1976-2016). Task: Predict the product of the given reaction. (1) The product is: [O:7]=[C:5]([CH3:6])[CH2:4][CH2:3][CH2:2][N:8]1[CH2:13][CH2:12][C:11](=[C:14]2[C:23]3[CH:24]=[C:25]([CH2:28][C:29]([O:31][CH3:32])=[O:30])[CH:26]=[CH:27][C:22]=3[O:21][CH2:20][C:19]3[CH:18]=[CH:17][S:16][C:15]2=3)[CH2:10][CH2:9]1. Given the reactants Cl[CH2:2][CH2:3][CH2:4][C:5](=[O:7])[CH3:6].[NH:8]1[CH2:13][CH2:12][C:11](=[C:14]2[C:23]3[CH:24]=[C:25]([CH2:28][C:29]([O:31][CH3:32])=[O:30])[CH:26]=[CH:27][C:22]=3[O:21][CH2:20][C:19]3[CH:18]=[CH:17][S:16][C:15]2=3)[CH2:10][CH2:9]1.C(=O)([O-])[O-].[K+].[K+].[I-].[K+], predict the reaction product. (2) Given the reactants [CH3:1][C:2]1[CH:6]=[C:5]([CH3:7])[N:4]([C:8]2[N:13]=[C:12]([NH:14][C:15](=[O:17])[CH3:16])[CH:11]=[C:10]([C:18]3[CH:23]=[C:22]([OH:24])[CH:21]=[C:20]([F:25])[CH:19]=3)[N:9]=2)[N:3]=1.C1(P(C2C=CC=CC=2)C2C=CC=CC=2)C=CC=CC=1.[C:45]([N:52]1[CH2:56][CH2:55][C@@H:54](O)[CH2:53]1)([O:47][C:48]([CH3:51])([CH3:50])[CH3:49])=[O:46].N(C(OCC)=O)=NC(OCC)=O.C([O-])(O)=O.[Na+], predict the reaction product. The product is: [C:48]([O:47][C:45]([N:52]1[CH2:56][CH2:55][C@H:54]([O:24][C:22]2[CH:21]=[C:20]([F:25])[CH:19]=[C:18]([C:10]3[CH:11]=[C:12]([NH:14][C:15](=[O:17])[CH3:16])[N:13]=[C:8]([N:4]4[C:5]([CH3:7])=[CH:6][C:2]([CH3:1])=[N:3]4)[N:9]=3)[CH:23]=2)[CH2:53]1)=[O:46])([CH3:51])([CH3:49])[CH3:50]. (3) Given the reactants [CH3:1][C:2]1[CH:3]=[C:4]2[N:13]=[CH:12][C:11]3[C:6](=[N:7][C:8](O)=[C:9]([C:14]4[CH:19]=[CH:18][CH:17]=[CH:16][CH:15]=4)[N:10]=3)[N:5]2[N:21]=1.CN(C=O)C.C(Cl)(Cl)[Cl:28], predict the reaction product. The product is: [Cl:28][C:8]1[N:7]=[C:6]2[C:11]([CH:12]=[N:13][C:4]3[N:5]2[N:21]=[C:2]([CH3:1])[CH:3]=3)=[N:10][C:9]=1[C:14]1[CH:19]=[CH:18][CH:17]=[CH:16][CH:15]=1. (4) The product is: [CH3:12][C:9]1([CH3:13])[C:8]2[C:3](=[CH:4][CH:5]=[C:6]([C:14]#[C:15][C:16]([O:18][CH3:19])=[O:17])[CH:7]=2)[O:26][CH2:11][CH2:10]1. Given the reactants CC1(C)[CH2:11][CH2:10][C:9]([CH3:13])([CH3:12])[C:8]2[CH:7]=[C:6]([C:14]#[C:15][C:16]([O:18][CH2:19]C)=[O:17])[CH:5]=[CH:4][C:3]1=2.CC1(C)C2C(=CC=C(C#C)C=2)[O:26]CC1.COC(Cl)=O.C([Li])CCC, predict the reaction product. (5) Given the reactants C(=O)([O-])[O-].[Cs+].[Cs+].[NH:7]([C:16]([O:18][C:19]([CH3:22])([CH3:21])[CH3:20])=[O:17])[NH:8][C:9]([O:11][C:12]([CH3:15])([CH3:14])[CH3:13])=[O:10].Cl[C:24]1[CH:29]=[C:28]([N+:30]([O-:32])=[O:31])[CH:27]=[CH:26][N:25]=1, predict the reaction product. The product is: [N+:30]([C:28]1[CH:27]=[CH:26][N:25]=[C:24]([N:7]([C:16]([O:18][C:19]([CH3:22])([CH3:21])[CH3:20])=[O:17])[NH:8][C:9]([O:11][C:12]([CH3:13])([CH3:14])[CH3:15])=[O:10])[CH:29]=1)([O-:32])=[O:31].